This data is from Reaction yield outcomes from USPTO patents with 853,638 reactions. The task is: Predict the reaction yield, written as a fraction of the theoretical maximum amount of product (1.0 means a 100% yield; for example, 0.34 means a 34% yield). (1) The yield is 0.190. The product is [O:19]=[C:17]1[C:10]2[C:11](=[CH:12][CH:13]=[C:8]([C:5]3([C:3]([OH:2])=[O:4])[CH2:6][CH2:7]3)[CH:9]=2)[O:14][CH2:15][CH2:16]1.[O:19]=[C:17]1[C:10]2[C:11](=[CH:12][CH:13]=[C:8]([C:5]3([C:3]([O:2][CH3:1])=[O:4])[CH2:6][CH2:7]3)[CH:9]=2)[O:14][CH2:15][CH2:16]1. The reactants are [CH3:1][O:2][C:3]([C:5]1([C:8]2[CH:13]=[CH:12][C:11]([O:14][CH2:15][CH2:16][C:17]([OH:19])=O)=[CH:10][CH:9]=2)[CH2:7][CH2:6]1)=[O:4].C(Cl)(=O)C(Cl)=O. The catalyst is C(Cl)Cl.CN(C=O)C. (2) The reactants are [F:1][C:2]1[C:7]([CH3:8])=[CH:6][C:5]([NH:9][CH:10]2[CH2:15][CH2:14][N:13]([C@H:16]3[CH2:21][CH2:20][C@H:19]([O:22][CH:23]([CH3:25])[CH3:24])[CH2:18][CH2:17]3)[CH2:12][CH2:11]2)=[C:4]([N+:26]([O-])=O)[CH:3]=1.O.NN. The catalyst is C(O)C.[Ni]. The product is [F:1][C:2]1[CH:3]=[C:4]([NH2:26])[C:5]([NH:9][CH:10]2[CH2:15][CH2:14][N:13]([C@H:16]3[CH2:21][CH2:20][C@H:19]([O:22][CH:23]([CH3:24])[CH3:25])[CH2:18][CH2:17]3)[CH2:12][CH2:11]2)=[CH:6][C:7]=1[CH3:8]. The yield is 1.00.